From a dataset of Peptide-MHC class II binding affinity with 134,281 pairs from IEDB. Regression. Given a peptide amino acid sequence and an MHC pseudo amino acid sequence, predict their binding affinity value. This is MHC class II binding data. The peptide sequence is PFTLGIMAIAACAML. The MHC is DRB1_0101 with pseudo-sequence DRB1_0101. The binding affinity (normalized) is 0.776.